Dataset: Forward reaction prediction with 1.9M reactions from USPTO patents (1976-2016). Task: Predict the product of the given reaction. (1) Given the reactants Br[C:2]1[N:7]=[C:6]2[S:8][C:9]([NH:11][C:12](=[O:24])[C:13]3[CH:18]=[CH:17][C:16]([C:19]([CH3:23])([CH3:22])[CH2:20][OH:21])=[CH:15][CH:14]=3)=[N:10][C:5]2=[CH:4][CH:3]=1.[CH3:25][O:26][C:27]1[N:32]=[CH:31][C:30](B(O)O)=[CH:29][N:28]=1, predict the reaction product. The product is: [OH:21][CH2:20][C:19]([C:16]1[CH:17]=[CH:18][C:13]([C:12]([NH:11][C:9]2[S:8][C:6]3[C:5]([N:10]=2)=[CH:4][CH:3]=[C:2]([C:30]2[CH:29]=[N:28][C:27]([O:26][CH3:25])=[N:32][CH:31]=2)[N:7]=3)=[O:24])=[CH:14][CH:15]=1)([CH3:23])[CH3:22]. (2) Given the reactants C([O:3][C:4](=[O:30])[CH2:5][O:6][C:7]1[CH:12]=[CH:11][C:10]([S:13]([N:16]2[C:24]3[C:19](=[CH:20][C:21](Br)=[CH:22][CH:23]=3)[C:18]([CH:26]([CH3:28])[CH3:27])=[CH:17]2)(=[O:15])=[O:14])=[CH:9][C:8]=1[CH3:29])C.[F:31][C:32]([F:43])([F:42])[C:33]1[CH:38]=[CH:37][C:36](B(O)O)=[CH:35][CH:34]=1.C(=O)([O-])[O-].[Na+].[Na+], predict the reaction product. The product is: [CH:26]([C:18]1[C:19]2[C:24](=[CH:23][CH:22]=[C:21]([C:36]3[CH:37]=[CH:38][C:33]([C:32]([F:43])([F:42])[F:31])=[CH:34][CH:35]=3)[CH:20]=2)[N:16]([S:13]([C:10]2[CH:11]=[CH:12][C:7]([O:6][CH2:5][C:4]([OH:3])=[O:30])=[C:8]([CH3:29])[CH:9]=2)(=[O:14])=[O:15])[CH:17]=1)([CH3:27])[CH3:28].